The task is: Predict the reaction yield, written as a fraction of the theoretical maximum amount of product (1.0 means a 100% yield; for example, 0.34 means a 34% yield).. This data is from Reaction yield outcomes from USPTO patents with 853,638 reactions. (1) The reactants are Cl[C:2]1[C:3]2[N:4]([CH:11]=[CH:12][CH:13]=2)[N:5]=[CH:6][C:7]=1[C:8]([NH2:10])=[O:9].[NH2:14][CH:15]1[CH2:19][CH2:18][C:17](=[O:20])[C:16]1([CH3:22])[CH3:21]. No catalyst specified. The product is [CH3:21][C:16]1([CH3:22])[C:17](=[O:20])[CH2:18][CH2:19][CH:15]1[NH:14][C:2]1[C:3]2[N:4]([CH:11]=[CH:12][CH:13]=2)[N:5]=[CH:6][C:7]=1[C:8]([NH2:10])=[O:9]. The yield is 0.180. (2) The reactants are I[C:2]1[CH:7]=[CH:6][C:5]([CH3:8])=[CH:4][C:3]=1[CH3:9].[P:10]([O:15]C)([O:13][CH3:14])[O:11][CH3:12]. The catalyst is C(#N)C.C([O-])(=O)C.[Pd+2].C([O-])(=O)C. The product is [CH3:12][O:11][P:10]([C:2]1[CH:7]=[CH:6][C:5]([CH3:8])=[CH:4][C:3]=1[CH3:9])(=[O:15])[O:13][CH3:14]. The yield is 0.950. (3) The reactants are N12CCCN=C1CCCCC2.Cl.[NH2:13][CH2:14][C:15]1[CH:23]=[CH:22][CH:21]=[C:20]2[C:16]=1[C:17](=[O:33])[N:18]([CH:25]1[CH2:30][CH2:29][C:28](=[O:31])[NH:27][C:26]1=[O:32])[C:19]2=[O:24].[CH:34]1([C:39](Cl)=[O:40])[CH2:38][CH2:37][CH2:36][CH2:35]1. The catalyst is CC#N. The product is [O:32]=[C:26]1[CH:25]([N:18]2[C:17](=[O:33])[C:16]3[C:20](=[CH:21][CH:22]=[CH:23][C:15]=3[CH2:14][NH:13][C:39]([CH:34]3[CH2:38][CH2:37][CH2:36][CH2:35]3)=[O:40])[C:19]2=[O:24])[CH2:30][CH2:29][C:28](=[O:31])[NH:27]1. The yield is 0.830. (4) The reactants are [Cl:1][C:2]1[CH:7]=[CH:6][C:5]([C:8]([C:10]2[CH:11]=[N:12][C:13](Cl)=[CH:14][CH:15]=2)=[O:9])=[CH:4][CH:3]=1.CN.C[CH2:20][N:21](CC)CC. The catalyst is CCO. The product is [Cl:1][C:2]1[CH:7]=[CH:6][C:5]([C:8]([C:10]2[CH:11]=[N:12][C:13]([NH:21][CH3:20])=[CH:14][CH:15]=2)=[O:9])=[CH:4][CH:3]=1. The yield is 0.550. (5) The reactants are [Cl:1][C:2]1[C:7]([CH:8]=O)=[C:6](Cl)[CH:5]=[C:4]([Cl:11])[N:3]=1.O.[NH2:13][NH2:14]. The catalyst is COCCOC. The product is [Cl:1][C:2]1[C:7]2[CH:8]=[N:13][NH:14][C:6]=2[CH:5]=[C:4]([Cl:11])[N:3]=1. The yield is 0.220. (6) The reactants are [OH-].[Na+].[CH3:3][C:4]1[CH:9]=[C:8]([CH3:10])[N:7]=[C:6]([N:11]2[CH2:16][CH2:15][N:14]([C:17]3[CH:22]=[CH:21][C:20]([N+:23]([O-:25])=[O:24])=[CH:19][C:18]=3[CH2:26][OH:27])[CH2:13][CH2:12]2)[CH:5]=1.Cl[CH2:29][CH2:30][CH2:31][N:32]1[CH2:37][CH2:36][O:35][CH2:34][CH2:33]1. The catalyst is S([O-])(O)(=O)=O.C([N+](CCCC)(CCCC)CCCC)CCC.C1(C)C=CC=CC=1. The product is [CH3:3][C:4]1[CH:9]=[C:8]([CH3:10])[N:7]=[C:6]([N:11]2[CH2:16][CH2:15][N:14]([C:17]3[CH:22]=[CH:21][C:20]([N+:23]([O-:25])=[O:24])=[CH:19][C:18]=3[CH2:26][O:27][CH2:29][CH2:30][CH2:31][N:32]3[CH2:37][CH2:36][O:35][CH2:34][CH2:33]3)[CH2:13][CH2:12]2)[CH:5]=1. The yield is 0.800. (7) The reactants are [OH:1][C:2]1([C:15]2[CH:24]=[CH:23][C:18]([O:19][CH2:20][C:21]#[N:22])=[CH:17][CH:16]=2)[CH2:7][CH2:6][CH2:5][CH2:4][CH:3]1[NH:8][S:9]([CH:12]([CH3:14])[CH3:13])(=[O:11])=[O:10].COCCO[AlH2-]OCCOC.[Na+].O. The catalyst is C1COCC1.C1(C)C=CC=CC=1.C1(C)C=CC=CC=1. The product is [NH2:22][CH2:21][CH2:20][O:19][C:18]1[CH:23]=[CH:24][C:15]([C:2]2([OH:1])[CH2:7][CH2:6][CH2:5][CH2:4][CH:3]2[NH:8][S:9]([CH:12]([CH3:13])[CH3:14])(=[O:11])=[O:10])=[CH:16][CH:17]=1. The yield is 0.890. (8) The reactants are C(OC([NH:8][C@H:9]([C:11]([NH:13][CH:14]1[N:20]=[C:19]([C:21]2[CH:26]=[CH:25][CH:24]=[CH:23][CH:22]=2)[C:18]2[CH:27]=[CH:28][CH:29]=[CH:30][C:17]=2[N:16]([CH2:31][C:32](=[O:39])[C:33]2[CH:38]=[CH:37][CH:36]=[CH:35][CH:34]=2)[C:15]1=[O:40])=[O:12])[CH3:10])=O)(C)(C)C.C(O)(C(F)(F)F)=O.C(Cl)Cl. No catalyst specified. The product is [NH2:8][C@H:9]([C:11]([NH:13][CH:14]1[N:20]=[C:19]([C:21]2[CH:26]=[CH:25][CH:24]=[CH:23][CH:22]=2)[C:18]2[CH:27]=[CH:28][CH:29]=[CH:30][C:17]=2[N:16]([CH2:31][C:32](=[O:39])[C:33]2[CH:38]=[CH:37][CH:36]=[CH:35][CH:34]=2)[C:15]1=[O:40])=[O:12])[CH3:10]. The yield is 0.940. (9) The reactants are Br[C:2]1[N:7]=[CH:6][C:5]([OH:8])=[CH:4][CH:3]=1.[CH3:9][S:10]([C:13]1[CH:18]=[CH:17][C:16](B(O)O)=[CH:15][CH:14]=1)(=[O:12])=[O:11].C([O-])([O-])=O.[Na+].[Na+]. The catalyst is CN(C=O)C.CCOC(C)=O.O.Cl[Pd](Cl)([P](C1C=CC=CC=1)(C1C=CC=CC=1)C1C=CC=CC=1)[P](C1C=CC=CC=1)(C1C=CC=CC=1)C1C=CC=CC=1. The product is [CH3:9][S:10]([C:13]1[CH:18]=[CH:17][C:16]([C:2]2[N:7]=[CH:6][C:5]([OH:8])=[CH:4][CH:3]=2)=[CH:15][CH:14]=1)(=[O:12])=[O:11]. The yield is 0.200. (10) The reactants are Br[C:2]1[CH:7]=[CH:6][C:5]([S:8]([NH:11][CH2:12][C:13]([F:16])([F:15])[F:14])(=[O:10])=[O:9])=[CH:4][CH:3]=1.[C:17]([C:19]1[N:23]([CH3:24])[C:22](B(O)O)=[CH:21][CH:20]=1)#[N:18].[F-].[K+].C(P(C(C)(C)C)C(C)(C)C)(C)(C)C. The catalyst is C1C=CC(/C=C/C(/C=C/C2C=CC=CC=2)=O)=CC=1.C1C=CC(/C=C/C(/C=C/C2C=CC=CC=2)=O)=CC=1.C1C=CC(/C=C/C(/C=C/C2C=CC=CC=2)=O)=CC=1.[Pd].[Pd]. The product is [C:17]([C:19]1[N:23]([CH3:24])[C:22]([C:2]2[CH:7]=[CH:6][C:5]([S:8]([NH:11][CH2:12][C:13]([F:16])([F:15])[F:14])(=[O:10])=[O:9])=[CH:4][CH:3]=2)=[CH:21][CH:20]=1)#[N:18]. The yield is 0.420.